From a dataset of Forward reaction prediction with 1.9M reactions from USPTO patents (1976-2016). Predict the product of the given reaction. Given the reactants C(NB)(C)(C)C.[Al+3].[Cl-].[Cl-].[Cl-].[Br:11][C:12]1[C:16]2[C:17](=O)[CH:18]3[CH:22]([C:15]=2[S:14][CH:13]=1)[CH2:21][N:20](C(C1C=CC=CC=1)C)[CH2:19]3.B.[Al+3].[Cl-].[Cl-].[Cl-], predict the reaction product. The product is: [Br:11][C:12]1[C:16]2[CH2:17][CH:18]3[CH:22]([C:15]=2[S:14][CH:13]=1)[CH2:21][NH:20][CH2:19]3.